Dataset: Reaction yield outcomes from USPTO patents with 853,638 reactions. Task: Predict the reaction yield, written as a fraction of the theoretical maximum amount of product (1.0 means a 100% yield; for example, 0.34 means a 34% yield). (1) The reactants are [Br:1][C:2]1[C:3]([F:17])=[C:4]([NH:9]C(=O)OC(C)(C)C)[CH:5]=[C:6]([CH3:8])[CH:7]=1.Cl.[OH-].[Na+]. The catalyst is C(O)(C)C.O. The product is [Br:1][C:2]1[C:3]([F:17])=[C:4]([CH:5]=[C:6]([CH3:8])[CH:7]=1)[NH2:9]. The yield is 0.900. (2) The reactants are [C:1]([C:5]1[CH:6]=[C:7]2[C:12](=[C:13]([F:15])[CH:14]=1)[C:11](=[O:16])[N:10]([C:17]1[N:24]=[CH:23][CH:22]=[C:21]([C:25]3[CH:30]=[C:29]([NH:31][C:32]4[CH:44]=[C:35]5[CH2:36][N:37]([CH2:40][CH:41]([F:43])[F:42])[CH2:38][CH2:39][N:34]5[N:33]=4)[C:28](=[O:45])[N:27]([CH3:46])[CH:26]=3)[C:18]=1[CH:19]=[O:20])[N:9]=[CH:8]2)([CH3:4])([CH3:3])[CH3:2].[BH4-].[Na+]. The catalyst is CO.ClCCl. The product is [C:1]([C:5]1[CH:6]=[C:7]2[C:12](=[C:13]([F:15])[CH:14]=1)[C:11](=[O:16])[N:10]([C:17]1[C:18]([CH2:19][OH:20])=[C:21]([C:25]3[CH:30]=[C:29]([NH:31][C:32]4[CH:44]=[C:35]5[CH2:36][N:37]([CH2:40][CH:41]([F:43])[F:42])[CH2:38][CH2:39][N:34]5[N:33]=4)[C:28](=[O:45])[N:27]([CH3:46])[CH:26]=3)[CH:22]=[CH:23][N:24]=1)[N:9]=[CH:8]2)([CH3:4])([CH3:2])[CH3:3]. The yield is 0.600.